This data is from Reaction yield outcomes from USPTO patents with 853,638 reactions. The task is: Predict the reaction yield, written as a fraction of the theoretical maximum amount of product (1.0 means a 100% yield; for example, 0.34 means a 34% yield). (1) The reactants are [F:1][C:2]1[CH:3]=[C:4]([C:8]2[S:9][C:10]([NH:14][CH3:15])=[C:11]([CH3:13])[N:12]=2)[CH:5]=[N:6][CH:7]=1.[N:16]([CH:19]1[CH2:21][CH2:20]1)=[C:17]=[S:18]. The catalyst is O1CCOCC1. The product is [CH:19]1([NH:16][C:17](=[S:18])[N:14]([C:10]2[S:9][C:8]([C:4]3[CH:5]=[N:6][CH:7]=[C:2]([F:1])[CH:3]=3)=[N:12][C:11]=2[CH3:13])[CH3:15])[CH2:21][CH2:20]1. The yield is 0.730. (2) The reactants are [S:1]1[CH:5]=[CH:4][CH:3]=[C:2]1[C:6](Cl)=[O:7].C1COCC1.[C:14]([C:16]1[CH:17]=[C:18]([NH2:22])[CH:19]=[CH:20][CH:21]=1)#[CH:15]. The catalyst is CCN(CC)CC. The product is [C:14]([C:16]1[CH:17]=[C:18]([NH:22][C:6]([C:2]2[S:1][CH:5]=[CH:4][CH:3]=2)=[O:7])[CH:19]=[CH:20][CH:21]=1)#[CH:15]. The yield is 0.850. (3) The reactants are O[C:2]1[C:3]([C:11]2([CH2:25][OH:26])[C:19]3[C:14](=[C:15]([C:20]([F:23])([F:22])[F:21])[CH:16]=[CH:17][CH:18]=3)[NH:13][C:12]2=[O:24])=[CH:4][C:5]2[O:9][CH2:8][O:7][C:6]=2[CH:10]=1.C(P(CCCC)CCCC)CCC.N(C(OC(C)(C)C)=O)=NC(OC(C)(C)C)=O.Cl. The catalyst is C(OCC)(=O)C. The product is [F:23][C:20]([F:22])([F:21])[C:15]1[CH:16]=[CH:17][CH:18]=[C:19]2[C:14]=1[NH:13][C:12](=[O:24])[C:11]12[C:3]2=[CH:4][C:5]3[O:9][CH2:8][O:7][C:6]=3[CH:10]=[C:2]2[O:26][CH2:25]1. The yield is 0.880. (4) The catalyst is CN(C)C=O. The yield is 0.850. The reactants are [CH:1]([C:4]1[CH:12]=[CH:11][CH:10]=[CH:9][C:5]=1[C:6]([OH:8])=[O:7])([CH3:3])[CH3:2].S(Cl)(Cl)=O.N1C=CC=C[CH:18]=1. The product is [CH3:18][O:7][C:6](=[O:8])[C:5]1[CH:9]=[CH:10][CH:11]=[CH:12][C:4]=1[CH:1]([CH3:3])[CH3:2]. (5) The reactants are [Cl:1][C:2]1[CH:3]=[C:4]([NH:10][C:11]2[CH:16]=[CH:15][C:14]([N:17]3[CH2:22][CH2:21][NH:20][CH2:19][C@@H:18]3[CH3:23])=[CH:13][N:12]=2)[C:5](=[O:9])[N:6]([CH3:8])[N:7]=1.[O:24]1[CH2:27][C:26](=O)[CH2:25]1.[BH3-]C#N.[Na+].O. The catalyst is CO.[Cl-].[Zn+2].[Cl-]. The product is [Cl:1][C:2]1[CH:3]=[C:4]([NH:10][C:11]2[CH:16]=[CH:15][C:14]([N:17]3[CH2:22][CH2:21][N:20]([CH:26]4[CH2:27][O:24][CH2:25]4)[CH2:19][C@@H:18]3[CH3:23])=[CH:13][N:12]=2)[C:5](=[O:9])[N:6]([CH3:8])[N:7]=1. The yield is 0.750. (6) The reactants are [CH3:1][C:2]1[CH:3]=[C:4]([OH:13])[CH:5]=[CH:6][C:7]=1[C:8]1[N:9]=[CH:10][S:11][CH:12]=1.N1C(C)=CC=CC=1C.[F:22][C:23]([F:36])([F:35])[S:24](O[S:24]([C:23]([F:36])([F:35])[F:22])(=[O:26])=[O:25])(=[O:26])=[O:25]. The catalyst is C(Cl)Cl.CN(C)C1C=CN=CC=1.O. The product is [F:22][C:23]([F:36])([F:35])[S:24]([O:13][C:4]1[CH:5]=[CH:6][C:7]([C:8]2[N:9]=[CH:10][S:11][CH:12]=2)=[C:2]([CH3:1])[CH:3]=1)(=[O:26])=[O:25]. The yield is 0.990. (7) The reactants are O[CH2:2][C:3]1[CH:12]=[N:11][C:10]2[N:9]3[CH2:13][CH2:14][CH2:15][CH2:16][C@H:8]3[C:7](=[O:17])[NH:6][C:5]=2[CH:4]=1.[I-].C(C[P+](C)(C)C)#N.C(N(C(C)C)C(C)C)C.[N:35]1([C:41]2[CH:48]=[CH:47][C:44]([C:45]#[N:46])=[CH:43][CH:42]=2)[CH2:40][CH2:39][NH:38][CH2:37][CH2:36]1. The catalyst is C(#N)CC. The product is [O:17]=[C:7]1[NH:6][C:5]2[CH:4]=[C:3]([CH2:2][N:38]3[CH2:37][CH2:36][N:35]([C:41]4[CH:42]=[CH:43][C:44]([C:45]#[N:46])=[CH:47][CH:48]=4)[CH2:40][CH2:39]3)[CH:12]=[N:11][C:10]=2[N:9]2[CH2:13][CH2:14][CH2:15][CH2:16][C@@H:8]12. The yield is 0.200. (8) The reactants are CO.[CH:3]([N:7]1[C:15]2[C:10](=[CH:11][CH:12]=[CH:13][CH:14]=2)[C:9]([C:16]([O:18]C)=[O:17])=[C:8]1[CH3:20])([CH2:5][CH3:6])[CH3:4].[OH-].[Li+]. The catalyst is O. The product is [CH:3]([N:7]1[C:15]2[C:10](=[CH:11][CH:12]=[CH:13][CH:14]=2)[C:9]([C:16]([OH:18])=[O:17])=[C:8]1[CH3:20])([CH2:5][CH3:6])[CH3:4]. The yield is 0.720. (9) The reactants are Br[C:2]1[CH:10]=[C:9]2[C:5]([CH:6]=[CH:7][NH:8]2)=[CH:4][CH:3]=1.CC1(C)C(C)(C)OB([C:19]2[CH:20]=[C:21]3[C:26](=[CH:27][CH:28]=2)[CH:25]=[C:24]([NH:29][C:30]([C:32]2[CH:36]=[CH:35][S:34][CH:33]=2)=[O:31])[CH:23]=[CH:22]3)O1.C([O-])([O-])=O.[K+].[K+].O1CCOCC1. The catalyst is [Pd].O. The product is [NH:8]1[C:9]2[C:5](=[CH:4][CH:3]=[C:2]([C:19]3[CH:20]=[C:21]4[C:26](=[CH:27][CH:28]=3)[CH:25]=[C:24]([NH:29][C:30]([C:32]3[CH:36]=[CH:35][S:34][CH:33]=3)=[O:31])[CH:23]=[CH:22]4)[CH:10]=2)[CH:6]=[CH:7]1. The yield is 0.220. (10) The yield is 0.510. The catalyst is ClCCl. The product is [Cl:1][C:2]1[C:3]2[CH:14]=[CH:13][C:12](=[O:15])[N:11]([C:16]3[C:21]([F:22])=[CH:20][CH:19]=[CH:18][C:17]=3[F:23])[C:4]=2[N:5]=[C:6]([N:34]2[CH2:35][CH2:36][CH:31]([N:28]3[CH2:29][CH2:30][CH:25]([CH3:24])[CH2:26][CH2:27]3)[CH2:32][CH2:33]2)[N:7]=1. The reactants are [Cl:1][C:2]1[C:3]2[CH:14]=[CH:13][C:12](=[O:15])[N:11]([C:16]3[C:21]([F:22])=[CH:20][CH:19]=[CH:18][C:17]=3[F:23])[C:4]=2[N:5]=[C:6](S(C)=O)[N:7]=1.[CH3:24][CH:25]1[CH2:30][CH2:29][N:28]([CH:31]2[CH2:36][CH2:35][NH:34][CH2:33][CH2:32]2)[CH2:27][CH2:26]1.C(N(CC)CC)C.